From a dataset of Catalyst prediction with 721,799 reactions and 888 catalyst types from USPTO. Predict which catalyst facilitates the given reaction. (1) Reactant: [N+:1]([C:4]1[CH:17]=[CH:16][CH:15]=[CH:14][C:5]=1[CH:6]=[C:7]1[S:11][C:10](=[O:12])[NH:9][C:8]1=[O:13])([O-])=O. Product: [NH2:1][C:4]1[CH:17]=[CH:16][CH:15]=[CH:14][C:5]=1[CH:6]=[C:7]1[S:11][C:10](=[O:12])[NH:9][C:8]1=[O:13]. The catalyst class is: 586. (2) Reactant: Cl.[NH2:2][OH:3].ClC(Cl)(Cl)C([O:8][CH2:9][CH3:10])O.S([O-])([O-])(=O)=O.[Na+].[Na+].[Cl:20][C:21]1[CH:22]=[C:23]([CH:25]=[CH:26][C:27]=1[F:28])[NH2:24]. Product: [Cl:20][C:21]1[CH:22]=[C:23]([NH:24][C:9](=[O:8])[CH:10]=[N:2][OH:3])[CH:25]=[CH:26][C:27]=1[F:28]. The catalyst class is: 223. (3) Reactant: [CH3:1][C:2]1[N:29]=[C:5]2[NH:6][C:7](=[O:28])[C:8]([CH2:13][C:14]3[CH:19]=[CH:18][C:17]([C:20]4[C:21]([C:26]#[N:27])=[CH:22][CH:23]=[CH:24][CH:25]=4)=[CH:16][CH:15]=3)=[C:9]([CH2:10][CH2:11][CH3:12])[N:4]2[N:3]=1.[H-].[Na+].CN(C)C=O.Cl[CH2:38][C:39](=[O:41])[CH3:40]. Product: [CH3:1][C:2]1[N:29]=[C:5]2[N:6]([CH2:38][C:39](=[O:41])[CH3:40])[C:7](=[O:28])[C:8]([CH2:13][C:14]3[CH:19]=[CH:18][C:17]([C:20]4[C:21]([C:26]#[N:27])=[CH:22][CH:23]=[CH:24][CH:25]=4)=[CH:16][CH:15]=3)=[C:9]([CH2:10][CH2:11][CH3:12])[N:4]2[N:3]=1. The catalyst class is: 13. (4) Reactant: [Si]([O:8][CH2:9][CH2:10][C:11]1[CH:27]=[CH:26][C:14]([O:15][C@@H:16]([C:21]2[S:22][CH:23]=[CH:24][CH:25]=2)[CH2:17][CH2:18][NH:19][CH3:20])=[CH:13][CH:12]=1)(C(C)(C)C)(C)C.CCCC[N+](CCCC)(CCCC)CCCC.[F-]. Product: [CH3:20][NH:19][CH2:18][CH2:17][C@H:16]([C:21]1[S:22][CH:23]=[CH:24][CH:25]=1)[O:15][C:14]1[CH:26]=[CH:27][C:11]([CH2:10][CH2:9][OH:8])=[CH:12][CH:13]=1. The catalyst class is: 1.